Dataset: Full USPTO retrosynthesis dataset with 1.9M reactions from patents (1976-2016). Task: Predict the reactants needed to synthesize the given product. (1) The reactants are: [F:1][C:2]([F:35])([F:34])[CH:3]([C:25]1[CH:30]=[C:29](Cl)[C:28]([Cl:32])=C(Cl)[CH:26]=1)/[CH:4]=[CH:5]/[C:6]1[CH:20]=[CH:19][C:9]([C:10]([NH:12][C:13]2([C:16]([OH:18])=O)[CH2:15][CH2:14]2)=[O:11])=[C:8]([C:21]([F:24])([F:23])[F:22])[CH:7]=1.CCN=C=NCCCN(C)C.[ClH:47].Cl[CH2:49][Cl:50]. Given the product [F:34][C:2]([F:1])([F:35])[CH:3]([C:25]1[CH:30]=[C:29]([Cl:47])[C:28]([Cl:32])=[C:49]([Cl:50])[CH:26]=1)/[CH:4]=[CH:5]/[C:6]1[CH:20]=[CH:19][C:9]([C:10]2[O:11][C:16](=[O:18])[C:13]3([CH2:15][CH2:14]3)[N:12]=2)=[C:8]([C:21]([F:24])([F:23])[F:22])[CH:7]=1, predict the reactants needed to synthesize it. (2) Given the product [CH2:1]([CH:8]1[NH:13][CH2:12][CH2:11][N:10]([CH2:14][C:15]2[CH:20]=[CH:19][C:18]([C:27]3[CH:28]=[C:23]([Cl:22])[CH:24]=[CH:25][C:26]=3[Cl:29])=[CH:17][CH:16]=2)[CH2:9]1)[C:2]1[CH:7]=[CH:6][CH:5]=[CH:4][CH:3]=1, predict the reactants needed to synthesize it. The reactants are: [CH2:1]([C@@H:8]1[NH:13][CH2:12][CH2:11][N:10]([CH2:14][C:15]2[CH:20]=[CH:19][C:18](Br)=[CH:17][CH:16]=2)[CH2:9]1)[C:2]1[CH:7]=[CH:6][CH:5]=[CH:4][CH:3]=1.[Cl:22][C:23]1[CH:28]=[CH:27][C:26]([Cl:29])=[CH:25][C:24]=1B(O)O.C(=O)([O-])[O-].[Na+].[Na+].C1(C)C=CC=CC=1. (3) Given the product [F:1][C:2]1[CH:3]=[CH:4][C:5]([C:8]2[C:17]([N:18]([CH3:31])[CH2:19][C:20]([F:21])([F:23])[F:22])=[N:16][C:15]3[C:10](=[CH:11][CH:12]=[C:13]([C:24]([OH:26])=[O:25])[CH:14]=3)[N:9]=2)=[CH:6][CH:7]=1, predict the reactants needed to synthesize it. The reactants are: [F:1][C:2]1[CH:7]=[CH:6][C:5]([C:8]2[C:17]([NH:18][CH2:19][C:20]([F:23])([F:22])[F:21])=[N:16][C:15]3[C:10](=[CH:11][CH:12]=[C:13]([C:24]([O:26]C)=[O:25])[CH:14]=3)[N:9]=2)=[CH:4][CH:3]=1.[H-].[Na+].I[CH3:31].Cl. (4) Given the product [C:1]([OH:5])(=[O:4])[CH:2]=[CH2:3].[C:6]([OH:13])(=[O:12])/[CH:7]=[CH:8]\[C:9]([OH:11])=[O:10].[CH:14]([P:16](=[O:17])([OH:19])[OH:18])=[CH2:15], predict the reactants needed to synthesize it. The reactants are: [C:1]([OH:5])(=[O:4])[CH:2]=[CH2:3].[C:6]([OH:13])(=[O:12])/[CH:7]=[CH:8]\[C:9]([OH:11])=[O:10].[CH:14]([P:16](=[O:19])([OH:18])[OH:17])=[CH2:15].N(CCO)(CCO)CCO. (5) Given the product [Br:1][C:2]1[CH:3]=[CH:4][C:5]([C:8]2[CH:13]=[CH:12][C:11]([I:20])([C:14]3[CH:19]=[CH:18][CH:17]=[CH:16][CH:15]=3)[CH2:10][CH:9]=2)=[CH:6][CH:7]=1, predict the reactants needed to synthesize it. The reactants are: [Br:1][C:2]1[CH:7]=[CH:6][C:5]([C:8]2[CH:13]=[CH:12][C:11]([C:14]3[CH:19]=[CH:18][CH:17]=[CH:16][CH:15]=3)=[CH:10][CH:9]=2)=[CH:4][CH:3]=1.[I:20]I.O.S(=O)(=O)(O)O. (6) Given the product [CH2:32]([NH:29][C:30](=[O:31])[NH:18][C:19]1[C:20]([Cl:28])=[C:21]([CH:25]=[CH:26][CH:27]=1)[C:22]([OH:24])=[O:23])[CH2:33][CH2:34][CH3:35], predict the reactants needed to synthesize it. The reactants are: C(NC(C)C)(C)C.O1CCCC1.C([Li])CCC.[NH2:18][C:19]1[C:20]([Cl:28])=[C:21]([CH:25]=[CH:26][CH:27]=1)[C:22]([OH:24])=[O:23].[N:29]([CH2:32][CH2:33][CH2:34][CH3:35])=[C:30]=[O:31]. (7) The reactants are: F[C:2]1[CH:3]=[C:4]([CH:7]=[C:8]([N:10]2[CH2:16][CH2:15][CH2:14][C:13]3[O:17][C:18]([C:20]4[CH:25]=[CH:24][CH:23]=[CH:22][N:21]=4)=[N:19][C:12]=3[CH2:11]2)[CH:9]=1)[C:5]#[N:6].BrC1C=C(C=CC=1)C#N. Given the product [N:21]1[CH:22]=[CH:23][CH:24]=[CH:25][C:20]=1[C:18]1[O:17][C:13]2[CH2:14][CH2:15][CH2:16][N:10]([C:8]3[CH:7]=[C:4]([CH:3]=[CH:2][CH:9]=3)[C:5]#[N:6])[CH2:11][C:12]=2[N:19]=1, predict the reactants needed to synthesize it.